Task: Predict which catalyst facilitates the given reaction.. Dataset: Catalyst prediction with 721,799 reactions and 888 catalyst types from USPTO (1) Reactant: [CH3:1][C:2]1[CH:3]=[C:4]([C:8]2[CH:13]=[C:12]([N+:14]([O-])=O)[CH:11]=[C:10]([C:17]3[CH:25]=[CH:24][CH:23]=[C:22]4[C:18]=3[CH:19]=[CH:20][NH:21]4)[CH:9]=2)[CH:5]=[CH:6][CH:7]=1.O.O.[Sn](Cl)Cl.N1C=CC=CC=1.[CH3:37][S:38](Cl)(=[O:40])=[O:39]. Product: [NH:21]1[C:22]2[C:18](=[C:17]([C:10]3[CH:11]=[C:12]([NH:14][S:38]([CH3:37])(=[O:40])=[O:39])[CH:13]=[C:8]([C:4]4[CH:5]=[CH:6][CH:7]=[C:2]([CH3:1])[CH:3]=4)[CH:9]=3)[CH:25]=[CH:24][CH:23]=2)[CH:19]=[CH:20]1. The catalyst class is: 85. (2) The catalyst class is: 1. Reactant: [NH2:1][CH:2]([C:5]1[CH:10]=[CH:9][C:8]([I:11])=[CH:7][CH:6]=1)[CH2:3][OH:4].C(N(CC)C(C)C)(C)C.[C:21](O[C:21]([O:23][C:24]([CH3:27])([CH3:26])[CH3:25])=[O:22])([O:23][C:24]([CH3:27])([CH3:26])[CH3:25])=[O:22]. Product: [C:24]([O:23][C:21](=[O:22])[NH:1][CH:2]([C:5]1[CH:10]=[CH:9][C:8]([I:11])=[CH:7][CH:6]=1)[CH2:3][OH:4])([CH3:27])([CH3:26])[CH3:25]. (3) Reactant: C[N:2]1[CH:6]=[CH:5][C:4]([C:7]([O:9][CH2:10][CH3:11])=[O:8])=[N:3]1.[I:12]I.O=[N+]([O-])[O-].[O-][N+](=O)[O-].[O-][N+](=O)[O-].[O-][N+](=O)[O-].[O-][N+](=O)[O-].[O-][N+](=O)[O-].[Ce+4].[NH4+].[NH4+]. Product: [I:12][C:5]1[C:4]([C:7]([O:9][CH2:10][CH3:11])=[O:8])=[N:3][NH:2][CH:6]=1. The catalyst class is: 23. (4) Reactant: [CH2:1]([C:3]1[C:4]([NH2:8])=[N:5][NH:6][CH:7]=1)[CH3:2].[Br:9][CH:10]([CH:13]=O)[CH:11]=O.C(O)(=O)C. Product: [Br:9][C:10]1[CH:11]=[N:8][C:4]2[N:5]([N:6]=[CH:7][C:3]=2[CH2:1][CH3:2])[CH:13]=1. The catalyst class is: 8. (5) Reactant: Br[C:2]1[N:7]=[C:6]([C:8]([O:10][CH3:11])=[O:9])[CH:5]=[CH:4][CH:3]=1.[OH:12][C:13]1[CH:18]=[CH:17][C:16](B(O)O)=[CH:15][CH:14]=1.C([O-])([O-])=O.[K+].[K+].CCOC(C)=O. Product: [OH:12][C:13]1[CH:18]=[CH:17][C:16]([C:2]2[N:7]=[C:6]([C:8]([O:10][CH3:11])=[O:9])[CH:5]=[CH:4][CH:3]=2)=[CH:15][CH:14]=1. The catalyst class is: 70. (6) Reactant: Br[CH:2](Br)[C:3]1[C:8]([N+:9]([O-])=O)=[CH:7][C:6]([CH3:12])=[C:5]([O:13][CH3:14])[N:4]=1.C(N(CC)CC)C. Product: [CH3:14][O:13][C:5]1[N:4]=[C:3]([CH3:2])[C:8]([NH2:9])=[CH:7][C:6]=1[CH3:12]. The catalyst class is: 50. (7) Reactant: N#N.Cl.[NH2:4][CH:5]([CH2:9][C:10]1[CH:15]=[CH:14][C:13]([O:16][CH3:17])=[CH:12][CH:11]=1)[C:6]([OH:8])=[O:7].[OH-].[Na+].Cl[C:21]([O:23][CH2:24][C:25]1[CH:30]=[CH:29][CH:28]=[CH:27][CH:26]=1)=[O:22].Cl. Product: [CH2:24]([O:23][C:21]([NH:4][CH:5]([CH2:9][C:10]1[CH:11]=[CH:12][C:13]([O:16][CH3:17])=[CH:14][CH:15]=1)[C:6]([OH:8])=[O:7])=[O:22])[C:25]1[CH:30]=[CH:29][CH:28]=[CH:27][CH:26]=1. The catalyst class is: 38. (8) Reactant: [NH2:1][CH2:2][C:3]([CH3:16])([CH3:15])[C:4]([NH:6][CH2:7][C:8]1[CH:13]=[CH:12][CH:11]=[CH:10][C:9]=1[Cl:14])=[O:5].CCN(C(C)C)C(C)C.[CH2:26]([C:28]1[CH:33]=[CH:32][C:31]([N:34]=[C:35]=[O:36])=[CH:30][CH:29]=1)[CH3:27]. Product: [Cl:14][C:9]1[CH:10]=[CH:11][CH:12]=[CH:13][C:8]=1[CH2:7][NH:6][C:4](=[O:5])[C:3]([CH3:16])([CH3:15])[CH2:2][NH:1][C:35]([NH:34][C:31]1[CH:32]=[CH:33][C:28]([CH2:26][CH3:27])=[CH:29][CH:30]=1)=[O:36]. The catalyst class is: 2.